From a dataset of Catalyst prediction with 721,799 reactions and 888 catalyst types from USPTO. Predict which catalyst facilitates the given reaction. Reactant: Br[C:2]1[CH:3]=[C:4]2[CH:10]=[N:9][N:8]([S:11]([C:14]3[CH:19]=[CH:18][C:17]([CH3:20])=[CH:16][CH:15]=3)(=[O:13])=[O:12])[C:5]2=[N:6][CH:7]=1.[F:21][C:22]1[C:30]2[C:29]([NH2:31])=[CH:28][C:27]([Sn](C)(C)C)=[CH:26][C:25]=2[N:24]([S:36]([C:39]2[CH:44]=[CH:43][CH:42]=[CH:41][CH:40]=2)(=[O:38])=[O:37])[N:23]=1. Product: [F:21][C:22]1[C:30]2[C:29]([NH2:31])=[CH:28][C:27]([C:2]3[CH:3]=[C:4]4[CH:10]=[N:9][N:8]([S:11]([C:14]5[CH:19]=[CH:18][C:17]([CH3:20])=[CH:16][CH:15]=5)(=[O:13])=[O:12])[C:5]4=[N:6][CH:7]=3)=[CH:26][C:25]=2[N:24]([S:36]([C:39]2[CH:40]=[CH:41][CH:42]=[CH:43][CH:44]=2)(=[O:37])=[O:38])[N:23]=1. The catalyst class is: 3.